Dataset: Aqueous solubility values for 9,982 compounds from the AqSolDB database. Task: Regression/Classification. Given a drug SMILES string, predict its absorption, distribution, metabolism, or excretion properties. Task type varies by dataset: regression for continuous measurements (e.g., permeability, clearance, half-life) or binary classification for categorical outcomes (e.g., BBB penetration, CYP inhibition). For this dataset (solubility_aqsoldb), we predict Y. (1) The Y is 1.97 log mol/L. The drug is O=S(=O)([O-])[O-].OC[P+](CO)(CO)CO.OC[P+](CO)(CO)CO. (2) The Y is -0.850 log mol/L. The molecule is OCc1ccccc1OC1OC(CO)C(O)C(O)C1O. (3) The molecule is Oc1ccc(F)cc1. The Y is -0.210 log mol/L. (4) The drug is CC(C)(C)Cl. The Y is -1.51 log mol/L. (5) The compound is C/C(=N\NC(=O)Nc1cc(F)cc(F)c1)c1ncccc1C(=O)O. The Y is -3.72 log mol/L. (6) The compound is CCC1(CC)C(=O)NCC(C)C1=O. The Y is -0.380 log mol/L. (7) The molecule is C1CO1. The Y is 1.36 log mol/L. (8) The molecule is CCC1CCC(CCC(=O)[O-])C1.CCC1CCC(CCC(=O)[O-])C1.[Co+2]. The Y is -3.13 log mol/L.